This data is from Catalyst prediction with 721,799 reactions and 888 catalyst types from USPTO. The task is: Predict which catalyst facilitates the given reaction. Reactant: C([O:8][C:9]1[CH:18]=[C:17]2[C:12]([C:13]([Cl:22])=[C:14]([C:19]([NH2:21])=[O:20])[CH:15]=[N:16]2)=[CH:11][C:10]=1[O:23][CH3:24])C1C=CC=CC=1.C1(SC)C=CC=CC=1. Product: [Cl:22][C:13]1[C:12]2[C:17](=[CH:18][C:9]([OH:8])=[C:10]([O:23][CH3:24])[CH:11]=2)[N:16]=[CH:15][C:14]=1[C:19]([NH2:21])=[O:20]. The catalyst class is: 67.